Dataset: NCI-60 drug combinations with 297,098 pairs across 59 cell lines. Task: Regression. Given two drug SMILES strings and cell line genomic features, predict the synergy score measuring deviation from expected non-interaction effect. (1) Drug 1: C1CC(C1)(C(=O)O)C(=O)O.[NH2-].[NH2-].[Pt+2]. Drug 2: COCCOC1=C(C=C2C(=C1)C(=NC=N2)NC3=CC=CC(=C3)C#C)OCCOC.Cl. Cell line: CAKI-1. Synergy scores: CSS=18.1, Synergy_ZIP=7.32, Synergy_Bliss=10.0, Synergy_Loewe=8.24, Synergy_HSA=9.66. (2) Drug 1: C(CN)CNCCSP(=O)(O)O. Drug 2: B(C(CC(C)C)NC(=O)C(CC1=CC=CC=C1)NC(=O)C2=NC=CN=C2)(O)O. Cell line: EKVX. Synergy scores: CSS=18.8, Synergy_ZIP=-0.700, Synergy_Bliss=-3.52, Synergy_Loewe=-49.0, Synergy_HSA=-2.22. (3) Drug 1: C1CN1P(=S)(N2CC2)N3CC3. Drug 2: CS(=O)(=O)OCCCCOS(=O)(=O)C. Cell line: OVCAR3. Synergy scores: CSS=-2.92, Synergy_ZIP=3.50, Synergy_Bliss=5.14, Synergy_Loewe=2.22, Synergy_HSA=0.970. (4) Synergy scores: CSS=24.5, Synergy_ZIP=-3.52, Synergy_Bliss=1.16, Synergy_Loewe=-30.1, Synergy_HSA=-1.45. Drug 1: C1CN1C2=NC(=NC(=N2)N3CC3)N4CC4. Drug 2: C1CNP(=O)(OC1)N(CCCl)CCCl. Cell line: NCI/ADR-RES. (5) Drug 2: CCCCCOC(=O)NC1=NC(=O)N(C=C1F)C2C(C(C(O2)C)O)O. Drug 1: C1=CC(=C2C(=C1NCCNCCO)C(=O)C3=C(C=CC(=C3C2=O)O)O)NCCNCCO. Cell line: NCI-H522. Synergy scores: CSS=50.2, Synergy_ZIP=-0.596, Synergy_Bliss=-1.82, Synergy_Loewe=-41.4, Synergy_HSA=-0.391. (6) Drug 1: C1CC(=O)NC(=O)C1N2CC3=C(C2=O)C=CC=C3N. Drug 2: CC12CCC3C(C1CCC2O)C(CC4=C3C=CC(=C4)O)CCCCCCCCCS(=O)CCCC(C(F)(F)F)(F)F. Cell line: HCC-2998. Synergy scores: CSS=-0.661, Synergy_ZIP=2.95, Synergy_Bliss=5.50, Synergy_Loewe=1.91, Synergy_HSA=2.57.